Dataset: Full USPTO retrosynthesis dataset with 1.9M reactions from patents (1976-2016). Task: Predict the reactants needed to synthesize the given product. (1) Given the product [Cl:24][C:25]1[CH:33]=[CH:32][CH:31]=[CH:30][C:26]=1[C:27]([N:3]1[C:4]2=[N:9][C:8]([N:10]3[CH2:11][CH2:12][O:13][CH2:14][CH2:15]3)=[CH:7][C:6](=[O:16])[N:5]2[CH2:17][C@@:2]1([CH3:1])[C:18]([F:21])([F:19])[F:20])=[O:28], predict the reactants needed to synthesize it. The reactants are: [CH3:1][C@@:2]1([C:18]([F:21])([F:20])[F:19])[CH2:17][N:5]2[C:6](=[O:16])[CH:7]=[C:8]([N:10]3[CH2:15][CH2:14][O:13][CH2:12][CH2:11]3)[N:9]=[C:4]2[NH:3]1.[H-].[Na+].[Cl:24][C:25]1[CH:33]=[CH:32][CH:31]=[CH:30][C:26]=1[C:27](Cl)=[O:28]. (2) Given the product [CH3:50][N:2]([CH3:1])[CH2:3][C:4]([N:6]1[C:14]2[C:9](=[CH:10][C:11]([O:48][CH3:49])=[C:12]([NH:15][C:16]3[NH:21][C:20]4=[N:22][CH:23]=[CH:24][C:19]4=[C:18]([NH:35][C:36]4[CH:45]=[C:44]([F:46])[CH:43]=[C:42]([F:47])[C:37]=4[C:38]([NH:40][CH3:41])=[O:39])[N:17]=3)[CH:13]=2)[CH2:8][CH2:7]1)=[O:5], predict the reactants needed to synthesize it. The reactants are: [CH3:1][N:2]([CH3:50])[CH2:3][C:4]([N:6]1[C:14]2[C:9](=[CH:10][C:11]([O:48][CH3:49])=[C:12]([NH:15][C:16]3[N:17]=[C:18]([NH:35][C:36]4[CH:45]=[C:44]([F:46])[CH:43]=[C:42]([F:47])[C:37]=4[C:38]([NH:40][CH3:41])=[O:39])[C:19]4[CH:24]=[CH:23][N:22](S(C5C=CC(C)=CC=5)(=O)=O)[C:20]=4[N:21]=3)[CH:13]=2)[CH2:8][CH2:7]1)=[O:5].[OH-].[Na+].O. (3) Given the product [C:1]([O:5][C:6]([N:8]1[CH:9]([CH2:36][C:37](=[O:39])[NH:42][CH3:41])[CH2:10][CH:11]([N:16]([CH2:21][C:22]2[CH:27]=[C:26]([C:28]([F:31])([F:29])[F:30])[CH:25]=[C:24]([C:32]([F:34])([F:33])[F:35])[CH:23]=2)[C:17]([O:19][CH3:20])=[O:18])[CH2:12][CH:13]1[CH2:14][CH3:15])=[O:7])([CH3:2])([CH3:3])[CH3:4], predict the reactants needed to synthesize it. The reactants are: [C:1]([O:5][C:6]([N:8]1[CH:13]([CH2:14][CH3:15])[CH2:12][CH:11]([N:16]([CH2:21][C:22]2[CH:27]=[C:26]([C:28]([F:31])([F:30])[F:29])[CH:25]=[C:24]([C:32]([F:35])([F:34])[F:33])[CH:23]=2)[C:17]([O:19][CH3:20])=[O:18])[CH2:10][CH:9]1[CH2:36][C:37]([OH:39])=O)=[O:7])([CH3:4])([CH3:3])[CH3:2].C[CH2:41][N:42](C(C)C)C(C)C.ClC(OCC(C)C)=O.CN. (4) The reactants are: C1(P(C2C=CC=CC=2)C2C=CC=CC=2)C=CC=CC=1.[S:20]([Cl:24])(Cl)(=[O:22])=[O:21].C([N+](CCCC)(CCCC)CCCC)CCC.[Br:42][C:43]1[N:48]=[CH:47][C:46](/[CH:49]=[CH:50]/S(O)(=O)=O)=[CH:45][CH:44]=1. Given the product [Br:42][C:43]1[N:48]=[CH:47][C:46](/[CH:49]=[CH:50]/[S:20]([Cl:24])(=[O:22])=[O:21])=[CH:45][CH:44]=1, predict the reactants needed to synthesize it. (5) Given the product [CH3:1][O:2][C:3](=[O:12])[C:4]1[CH:9]=[C:8]([OH:14])[CH:7]=[CH:6][C:5]=1[Cl:11], predict the reactants needed to synthesize it. The reactants are: [CH3:1][O:2][C:3](=[O:12])[C:4]1[CH:9]=[C:8](N)[CH:7]=[CH:6][C:5]=1[Cl:11].N([O-])=[O:14].[Na+].N(O)=O.NC(N)=O. (6) Given the product [CH3:1][O:2][C:3]([C:4]1[N:19]=[C:16]([CH3:17])[S:18][C:5]=1[C:6]1[CH:11]=[CH:10][C:9]([Cl:12])=[CH:8][CH:7]=1)=[O:15], predict the reactants needed to synthesize it. The reactants are: [CH3:1][O:2][C:3](=[O:15])[C:4](=O)[CH:5](Cl)[C:6]1[CH:11]=[CH:10][C:9]([Cl:12])=[CH:8][CH:7]=1.[C:16]([NH2:19])(=[S:18])[CH3:17]. (7) Given the product [CH2:1]([C-:3]1[CH:7]=[CH:6][CH:5]=[CH:4]1)[CH3:2].[I:16][C:17]1[CH:22]=[CH:21][C:20]([C:9]#[C:8][C-:10]2[CH:14]=[CH:13][CH:12]=[CH:11]2)=[CH:19][CH:18]=1.[Fe+2:15], predict the reactants needed to synthesize it. The reactants are: [CH2:1]([C-:3]1[CH:7]=[CH:6][CH:5]=[CH:4]1)[CH3:2].[C:8]([C-:10]1[CH:14]=[CH:13][CH:12]=[CH:11]1)#[CH:9].[Fe+2:15].[I:16][C:17]1[CH:22]=[CH:21][C:20](I)=[CH:19][CH:18]=1.